Predict the reaction yield, written as a fraction of the theoretical maximum amount of product (1.0 means a 100% yield; for example, 0.34 means a 34% yield). From a dataset of Reaction yield outcomes from USPTO patents with 853,638 reactions. (1) The reactants are [F:1][C:2]1([F:17])[O:6][C:5]2[CH:7]=[CH:8][C:9]([C:11]3([C:14]([OH:16])=O)[CH2:13][CH2:12]3)=[CH:10][C:4]=2[O:3]1.S(Cl)(Cl)=O.N1CCCCC1.[NH2:28][C:29]1[CH:30]=[C:31]2[C:35](=[CH:36][C:37]=1[F:38])[N:34]([CH2:39][C@H:40]1[CH2:44][O:43][C:42]([CH3:46])([CH3:45])[O:41]1)[C:33]([C:47]([CH3:51])([CH3:50])[CH2:48][OH:49])=[CH:32]2.C(N(CC)CC)C. The catalyst is CN(C=O)C.ClCCl. The product is [F:17][C:2]1([F:1])[O:6][C:5]2[CH:7]=[CH:8][C:9]([C:11]3([C:14]([NH:28][C:29]4[CH:30]=[C:31]5[C:35](=[CH:36][C:37]=4[F:38])[N:34]([CH2:39][C@H:40]4[CH2:44][O:43][C:42]([CH3:45])([CH3:46])[O:41]4)[C:33]([C:47]([CH3:51])([CH3:50])[CH2:48][OH:49])=[CH:32]5)=[O:16])[CH2:12][CH2:13]3)=[CH:10][C:4]=2[O:3]1. The yield is 0.960. (2) The reactants are [C:1]([C:5]1[CH:6]=[C:7](B(O)O)[CH:8]=[CH:9][CH:10]=1)([CH3:4])([CH3:3])[CH3:2].Br[C:15]1[CH:21]=[C:20]([C:22]([CH3:25])([CH3:24])[CH3:23])[CH:19]=[CH:18][C:16]=1[NH2:17].C1(P(C2C=CC=CC=2)C2C=CC=CC=2)C=CC=CC=1.C(=O)([O-])[O-].[K+].[K+]. The yield is 0.570. The catalyst is COCCOC.C([O-])(=O)C.[Pd+2].C([O-])(=O)C. The product is [NH2:17][C:16]1[CH:18]=[CH:19][C:20]([C:22]([CH3:25])([CH3:24])[CH3:23])=[CH:21][C:15]=1[C:9]1[CH:8]=[CH:7][CH:6]=[C:5]([C:1]([CH3:4])([CH3:3])[CH3:2])[CH:10]=1. (3) The reactants are C([O:8][C:9]1[CH:20]=[CH:19][C:12]2[C:13](=O)[C:14]([CH3:17])([CH3:16])[O:15][C:11]=2[CH:10]=1)C1C=CC=CC=1.[H][H]. The product is [CH3:16][C:14]1([CH3:17])[CH2:13][C:12]2[CH:19]=[CH:20][C:9]([OH:8])=[CH:10][C:11]=2[O:15]1. The yield is 0.880. The catalyst is CO.[OH-].[Pd+2].[OH-]. (4) The reactants are [CH3:1][C:2]1[CH:7]=[C:6]([N+:8]([O-:10])=[O:9])[CH:5]=[CH:4][C:3]=1[OH:11].C([O-])([O-])=O.[Cs+].[Cs+].Cl[C:19]([F:24])([F:23])C([O-])=O.[Na+]. The catalyst is CN(C)C=O.O. The product is [F:23][CH:19]([F:24])[O:11][C:3]1[CH:4]=[CH:5][C:6]([N+:8]([O-:10])=[O:9])=[CH:7][C:2]=1[CH3:1]. The yield is 0.860. (5) The reactants are ClC1N=CN=C(C(NC2C=CC(S(NCC(OC)=O)(=O)=O)=CC=2C)=O)C=1.C(NC(C)C)(C)C.C1(CNC2CCCCC2)CC1.[CH:45]1([N:51]([CH2:77][CH:78]2[CH2:80][CH2:79]2)[C:52]2[N:57]=[CH:56][N:55]=[C:54]([C:58]([NH:60][C:61]3[CH:66]=[CH:65][C:64]([S:67]([NH:70][CH2:71][C:72]([O:74]C)=[O:73])(=[O:69])=[O:68])=[CH:63][C:62]=3[CH3:76])=[O:59])[CH:53]=2)[CH2:50][CH2:49][CH2:48][CH2:47][CH2:46]1.C1(N(CC2CC2)C2N=CN=C(C(NC3C=CC(S(NCC(OCC)=O)(=O)=O)=CC=3C)=O)C=2)CCCCC1. The catalyst is C(O)C. The product is [CH:45]1([N:51]([CH2:77][CH:78]2[CH2:79][CH2:80]2)[C:52]2[N:57]=[CH:56][N:55]=[C:54]([C:58]([NH:60][C:61]3[CH:66]=[CH:65][C:64]([S:67]([NH:70][CH2:71][C:72]([OH:74])=[O:73])(=[O:69])=[O:68])=[CH:63][C:62]=3[CH3:76])=[O:59])[CH:53]=2)[CH2:50][CH2:49][CH2:48][CH2:47][CH2:46]1. The yield is 0.870. (6) The reactants are Cl[C:2]1[CH:7]=[CH:6][N:5]=[C:4]([S:8][CH3:9])[N:3]=1.[CH3:10][O:11][C:12]1[CH:17]=[CH:16][C:15]([CH2:18][N:19]2[C:27]3[CH:26]=[CH:25][CH:24]=[C:23]([NH2:28])[C:22]=3[C:21]([CH3:29])=[N:20]2)=[CH:14][CH:13]=1. The catalyst is Cl.C(O)CCC. The product is [CH3:10][O:11][C:12]1[CH:13]=[CH:14][C:15]([CH2:18][N:19]2[C:27]3[CH:26]=[CH:25][CH:24]=[C:23]([NH:28][C:2]4[CH:7]=[CH:6][N:5]=[C:4]([S:8][CH3:9])[N:3]=4)[C:22]=3[C:21]([CH3:29])=[N:20]2)=[CH:16][CH:17]=1. The yield is 0.740.